Dataset: Peptide-MHC class I binding affinity with 185,985 pairs from IEDB/IMGT. Task: Regression. Given a peptide amino acid sequence and an MHC pseudo amino acid sequence, predict their binding affinity value. This is MHC class I binding data. (1) The peptide sequence is MYGLKGPDI. The MHC is HLA-A24:02 with pseudo-sequence HLA-A24:02. The binding affinity (normalized) is 0.128. (2) The peptide sequence is RLFTKVKPLL. The MHC is HLA-A02:03 with pseudo-sequence HLA-A02:03. The binding affinity (normalized) is 0.578. (3) The peptide sequence is EEKAFSPEV. The MHC is HLA-A33:01 with pseudo-sequence HLA-A33:01. The binding affinity (normalized) is 0. (4) The peptide sequence is LLQEKYGLI. The MHC is HLA-B08:01 with pseudo-sequence HLA-B08:01. The binding affinity (normalized) is 0.171. (5) The peptide sequence is LLLTIGLSLV. The MHC is HLA-A02:03 with pseudo-sequence HLA-A02:03. The binding affinity (normalized) is 0.752. (6) The peptide sequence is SVNEYHMLK. The MHC is HLA-A33:01 with pseudo-sequence HLA-A33:01. The binding affinity (normalized) is 0.589.